Predict the product of the given reaction. From a dataset of Forward reaction prediction with 1.9M reactions from USPTO patents (1976-2016). (1) Given the reactants [C:1]([O:9][CH2:10][C@@:11]1([CH3:19])[CH2:17][CH2:16][CH2:15][CH:14]([OH:18])[CH2:13][O:12]1)(=[O:8])[C:2]1[CH:7]=[CH:6][CH:5]=[CH:4][CH:3]=1.C1C=C[NH+]=CC=1.[O-][Cr](Cl)(=O)=O, predict the reaction product. The product is: [C:1]([O:9][CH2:10][C@@:11]1([CH3:19])[CH2:17][CH2:16][CH2:15][C:14](=[O:18])[CH2:13][O:12]1)(=[O:8])[C:2]1[CH:3]=[CH:4][CH:5]=[CH:6][CH:7]=1. (2) Given the reactants [Cl:1][C:2]1[CH:3]=[C:4]([S:8]([NH:11][C:12]2[CH:20]=[CH:19][C:15]([C:16]([OH:18])=[O:17])=[C:14]([OH:21])[CH:13]=2)(=[O:10])=[O:9])[S:5][C:6]=1[Cl:7].C(N1C=CN=C1)(N1C=CN=C1)=O.N1C=CC=CC=1.O[CH2:41][CH2:42][CH2:43][N:44]1[CH:48]=[CH:47][CH:46]=[CH:45]1, predict the reaction product. The product is: [Cl:1][C:2]1[CH:3]=[C:4]([S:8]([NH:11][C:12]2[CH:20]=[CH:19][C:15]([C:16]([O:18][CH2:41][CH2:42][CH2:43][N:44]3[CH:48]=[CH:47][CH:46]=[CH:45]3)=[O:17])=[C:14]([OH:21])[CH:13]=2)(=[O:9])=[O:10])[S:5][C:6]=1[Cl:7]. (3) The product is: [C:46]([C:50]1[CH:70]=[CH:69][C:53]([CH2:54][N:55]([CH2:56][CH2:57][C:58]2[CH:63]=[CH:62][C:61]([F:64])=[C:60]([C:65]([F:67])([F:68])[F:66])[CH:59]=2)[C:12]([C:9]2[C:10]([F:11])=[C:2]([F:1])[CH:3]=[C:4]3[C:8]=2[NH:7][CH:6]=[CH:5]3)=[O:14])=[CH:52][CH:51]=1)([CH3:49])([CH3:47])[CH3:48]. Given the reactants [F:1][C:2]1[CH:3]=[C:4]2[C:8](=[C:9]([C:12]([OH:14])=O)[C:10]=1[F:11])[NH:7][CH:6]=[CH:5]2.CN(C(ON1N=NC2C=CC=CC1=2)=[N+](C)C)C.[B-](F)(F)(F)F.C(N(CC)C(C)C)(C)C.[C:46]([C:50]1[CH:70]=[CH:69][C:53]([CH2:54][NH:55][CH2:56][CH2:57][C:58]2[CH:63]=[CH:62][C:61]([F:64])=[C:60]([C:65]([F:68])([F:67])[F:66])[CH:59]=2)=[CH:52][CH:51]=1)([CH3:49])([CH3:48])[CH3:47], predict the reaction product. (4) Given the reactants [F:1][C:2]1[CH:7]=[CH:6][C:5]([N:8]2[CH2:14][CH2:13][CH2:12][CH:11]([C:15]([OH:17])=[O:16])[CH2:10][C:9]2=[O:18])=[CH:4][CH:3]=1.S(Cl)(Cl)=O.C1COCC1.[F:28][C:29]1[CH:34]=[CH:33][C:32]([C:35](=[N:37]O)[NH2:36])=[CH:31][CH:30]=1, predict the reaction product. The product is: [F:28][C:29]1[CH:34]=[CH:33][C:32]([C:35](=[N:36][O:16][C:15]([CH:11]2[CH2:12][CH2:13][CH2:14][N:8]([C:5]3[CH:4]=[CH:3][C:2]([F:1])=[CH:7][CH:6]=3)[C:9](=[O:18])[CH2:10]2)=[O:17])[NH2:37])=[CH:31][CH:30]=1. (5) Given the reactants F[C:2]1[CH:9]=[CH:8][C:7]([C:10]([F:13])([F:12])[F:11])=[CH:6][C:3]=1[CH:4]=[O:5].[CH2:14]([NH:18][CH2:19][CH3:20])[CH2:15][CH2:16][CH3:17].C(=O)([O-])[O-].[K+].[K+].O, predict the reaction product. The product is: [CH2:14]([N:18]([CH2:19][CH3:20])[C:2]1[CH:9]=[CH:8][C:7]([C:10]([F:13])([F:12])[F:11])=[CH:6][C:3]=1[CH:4]=[O:5])[CH2:15][CH2:16][CH3:17]. (6) Given the reactants [F:1][C:2]([F:33])([C:7]1[CH:16]=[C:15]2[C:10]([CH:11]=[CH:12][N:13]=[C:14]2[NH:17][CH2:18][C:19]([NH:21][CH:22]2[CH2:25][N:24](C(OC(C)(C)C)=O)[CH2:23]2)=[O:20])=[CH:9][CH:8]=1)[C:3]([F:6])([F:5])[F:4].C(O)(C(F)(F)F)=O, predict the reaction product. The product is: [NH:24]1[CH2:25][CH:22]([NH:21][C:19](=[O:20])[CH2:18][NH:17][C:14]2[C:15]3[C:10](=[CH:9][CH:8]=[C:7]([C:2]([F:1])([F:33])[C:3]([F:6])([F:4])[F:5])[CH:16]=3)[CH:11]=[CH:12][N:13]=2)[CH2:23]1. (7) The product is: [CH3:22][C:23]1([CH3:38])[O:28][C:27]2[CH:29]=[C:30](/[CH:33]=[CH:34]/[C:35]([N:1]3[CH2:6][CH2:5][CH:4]([C:7]4[CH:8]=[C:9]([CH:19]=[CH:20][CH:21]=4)[CH2:10][NH:11][C:12](=[O:18])[O:13][C:14]([CH3:17])([CH3:15])[CH3:16])[CH2:3][CH2:2]3)=[O:36])[CH:31]=[CH:32][C:26]=2[CH2:25][O:24]1. Given the reactants [NH:1]1[CH2:6][CH2:5][CH:4]([C:7]2[CH:8]=[C:9]([CH:19]=[CH:20][CH:21]=2)[CH2:10][NH:11][C:12](=[O:18])[O:13][C:14]([CH3:17])([CH3:16])[CH3:15])[CH2:3][CH2:2]1.[CH3:22][C:23]1([CH3:38])[O:28][C:27]2[CH:29]=[C:30](/[CH:33]=[CH:34]/[C:35](O)=[O:36])[CH:31]=[CH:32][C:26]=2[CH2:25][O:24]1.C1C=CC2N(O)N=NC=2C=1.CCN(C(C)C)C(C)C, predict the reaction product.